Dataset: Forward reaction prediction with 1.9M reactions from USPTO patents (1976-2016). Task: Predict the product of the given reaction. The product is: [Br:32][C:15]1[N:12]2[C:13]3[C:8]([CH2:9][CH2:10][C:11]2=[C:17]([C:18]([O:20][CH2:21][CH3:22])=[O:19])[N:16]=1)=[CH:7][C:6]([O:23][CH3:24])=[C:5]([CH2:1][CH:2]([CH3:3])[CH3:4])[CH:14]=3. Given the reactants [CH2:1]([C:5]1[CH:14]=[C:13]2[C:8]([CH2:9][CH2:10][C:11]3[N:12]2[CH:15]=[N:16][C:17]=3[C:18]([O:20][CH2:21][CH3:22])=[O:19])=[CH:7][C:6]=1[O:23][CH3:24])[CH:2]([CH3:4])[CH3:3].C1C(=O)N([Br:32])C(=O)C1.C([O-])(O)=O.[Na+], predict the reaction product.